Dataset: Full USPTO retrosynthesis dataset with 1.9M reactions from patents (1976-2016). Task: Predict the reactants needed to synthesize the given product. (1) The reactants are: Cl[CH2:2][CH2:3][N:4]1[C:12]2[C:7](=[N:8][C:9]([O:15][CH3:16])=[C:10]([O:13][CH3:14])[CH:11]=2)[C:6]([C:17]2[N:26]([S:27]([C:30]3[CH:35]=[CH:34][C:33]([CH3:36])=[CH:32][CH:31]=3)(=[O:29])=[O:28])[C:20]3=[N:21][CH:22]=[CH:23][C:24]([Cl:25])=[C:19]3[CH:18]=2)=[CH:5]1.[Na+].[I-:38]. Given the product [Cl:25][C:24]1[CH:23]=[CH:22][N:21]=[C:20]2[N:26]([S:27]([C:30]3[CH:31]=[CH:32][C:33]([CH3:36])=[CH:34][CH:35]=3)(=[O:29])=[O:28])[C:17]([C:6]3[C:7]4=[N:8][C:9]([O:15][CH3:16])=[C:10]([O:13][CH3:14])[CH:11]=[C:12]4[N:4]([CH2:3][CH2:2][I:38])[CH:5]=3)=[CH:18][C:19]=12, predict the reactants needed to synthesize it. (2) Given the product [CH3:14][C:5]([C:8]1[CH:13]=[CH:12][CH:11]=[CH:10][CH:9]=1)([CH2:4][CH2:3][CH2:2][N:19]1[C:18](=[O:20])[C:17]2=[CH:21][CH:22]=[CH:23][CH:24]=[C:16]2[C:15]1=[O:25])[CH2:6][OH:7], predict the reactants needed to synthesize it. The reactants are: Br[CH2:2][CH2:3][CH2:4][C:5]([CH3:14])([C:8]1[CH:13]=[CH:12][CH:11]=[CH:10][CH:9]=1)[CH2:6][OH:7].[C:15]1(=[O:25])[NH:19][C:18](=[O:20])[C:17]2=[CH:21][CH:22]=[CH:23][CH:24]=[C:16]12.[K]. (3) Given the product [OH:23][C:20]1[CH:21]=[CH:22][C:17]([CH:16]=[C:12]2[CH2:13][CH2:14][CH2:15][C:10](=[CH:9][C:8]3[CH:30]=[CH:31][C:5]([OH:4])=[C:6]([O:32][CH3:33])[CH:7]=3)[C:11]2=[O:29])=[CH:18][C:19]=1[O:27][CH3:28], predict the reactants needed to synthesize it. The reactants are: COC[O:4][C:5]1[CH:31]=[CH:30][C:8]([CH:9]=[C:10]2[CH2:15][CH2:14][CH2:13][C:12](=[CH:16][C:17]3[CH:22]=[CH:21][C:20]([O:23]COC)=[C:19]([O:27][CH3:28])[CH:18]=3)[C:11]2=[O:29])=[CH:7][C:6]=1[O:32][CH3:33]. (4) Given the product [CH3:26][O:25][C:15]1[C:13]2[N:14]=[C:10]([C:2]3[N:3]([CH3:29])[C:4]4[CH:9]=[CH:8][CH:7]=[CH:6][C:5]=4[N:1]=3)[S:11][C:12]=2[C:18]([N:19]2[CH2:24][CH2:23][O:22][CH2:21][CH2:20]2)=[CH:17][CH:16]=1, predict the reactants needed to synthesize it. The reactants are: [NH:1]1[C:5]2[CH:6]=[CH:7][CH:8]=[CH:9][C:4]=2[N:3]=[C:2]1[C:10]1[S:11][C:12]2[C:18]([N:19]3[CH2:24][CH2:23][O:22][CH2:21][CH2:20]3)=[CH:17][CH:16]=[C:15]([O:25][CH3:26])[C:13]=2[N:14]=1.[H-].[Na+].[CH3:29]I. (5) Given the product [CH3:1][C:2]1([C:19]([OH:21])=[O:20])[CH2:6][CH2:5][N:4]([CH2:7][C:8]2[S:39][C:38]([C:32]3[CH:37]=[CH:36][CH:35]=[CH:34][CH:33]=3)=[N:42][CH:12]=2)[CH2:3]1, predict the reactants needed to synthesize it. The reactants are: [CH3:1][C:2]1([C:19]([OH:21])=[O:20])[CH2:6][CH2:5][N:4]([CH2:7][C:8]2N=C(C3C=CC=CC=3)O[CH:12]=2)[CH2:3]1.COC(C1(C)CCNC1)=O.[C:32]1([C:38]2[S:39]C(C=O)=C[N:42]=2)[CH:37]=[CH:36][CH:35]=[CH:34][CH:33]=1. (6) Given the product [Br:12][CH2:9][CH2:8][CH:5]1[CH2:6][CH2:7][C:2]([CH3:11])([CH3:1])[CH2:3][CH2:4]1, predict the reactants needed to synthesize it. The reactants are: [CH3:1][C:2]1([CH3:11])[CH2:7][CH2:6][CH:5]([CH2:8][CH2:9]O)[CH2:4][CH2:3]1.[BrH:12].